This data is from Reaction yield outcomes from USPTO patents with 853,638 reactions. The task is: Predict the reaction yield, written as a fraction of the theoretical maximum amount of product (1.0 means a 100% yield; for example, 0.34 means a 34% yield). (1) The reactants are [CH2:1]([O:8][C:9]1[CH:14]=[CH:13][N:12]([C:15]2[CH:16]=[C:17]3[C:21](=[CH:22][CH:23]=2)[N:20]([CH2:24][CH2:25]Cl)[N:19]=[CH:18]3)[C:11](=[O:27])[CH:10]=1)[C:2]1[CH:7]=[CH:6][CH:5]=[CH:4][CH:3]=1.C([O-])([O-])=O.[Cs+].[Cs+].[OH:34][CH2:35][C@H:36]1[CH2:40][CH2:39][CH2:38][NH:37]1. The catalyst is CN(C=O)C.O. The product is [CH2:1]([O:8][C:9]1[CH:14]=[CH:13][N:12]([C:15]2[CH:16]=[C:17]3[C:21](=[CH:22][CH:23]=2)[N:20]([CH2:24][CH2:25][N:37]2[CH2:38][CH2:39][CH2:40][C@@H:36]2[CH2:35][OH:34])[N:19]=[CH:18]3)[C:11](=[O:27])[CH:10]=1)[C:2]1[CH:7]=[CH:6][CH:5]=[CH:4][CH:3]=1. The yield is 0.170. (2) The reactants are [N:1]1[CH:6]=[CH:5][CH:4]=[CH:3][C:2]=1[CH:7]([OH:14])C1C=CC=CC=1.[H-].[Na+].Cl[C:18]1[CH:23]=[CH:22][N+:21]([O-:24])=[CH:20][CH:19]=1. The catalyst is O1CCOCC1. The yield is 0.380. The product is [N:1]1[CH:6]=[CH:5][CH:4]=[CH:3][C:2]=1[CH2:7][O:14][C:18]1[CH:23]=[CH:22][N+:21]([O-:24])=[CH:20][CH:19]=1. (3) The reactants are [NH:1]1[C:9]2[C:4](=[CH:5][CH:6]=[C:7]([C:10]#[N:11])[CH:8]=2)[CH:3]=[N:2]1.CN(C)C=O.[I:17]I.[OH-].[K+]. No catalyst specified. The product is [I:17][C:3]1[C:4]2[C:9](=[CH:8][C:7]([C:10]#[N:11])=[CH:6][CH:5]=2)[NH:1][N:2]=1. The yield is 0.590. (4) The reactants are [CH3:1][S:2]([C:5]1[CH:6]=[C:7]([C:11]2[S:15][C:14]([C:16]([O:18]C(C)(C)C)=[O:17])=[CH:13][CH:12]=2)[N:8]=[N:9][CH:10]=1)(=[O:4])=[O:3].[C:23]([OH:29])([C:25]([F:28])([F:27])[F:26])=[O:24]. The catalyst is C(Cl)Cl. The product is [F:26][C:25]([F:28])([F:27])[C:23]([OH:29])=[O:24].[CH3:1][S:2]([C:5]1[CH:6]=[C:7]([C:11]2[S:15][C:14]([C:16]([OH:18])=[O:17])=[CH:13][CH:12]=2)[N:8]=[N:9][CH:10]=1)(=[O:4])=[O:3]. The yield is 1.00. (5) The reactants are Cl[C:2]1[N:7]=[C:6]([NH2:8])[CH:5]=[CH:4][N:3]=1.Cl.Cl.[N:11]1([CH:16]2[CH2:21][CH2:20][NH:19][CH2:18][CH2:17]2)[CH:15]=[CH:14][N:13]=[CH:12]1. The yield is 0.680. The product is [N:11]1([CH:16]2[CH2:21][CH2:20][N:19]([C:2]3[N:7]=[C:6]([NH2:8])[CH:5]=[CH:4][N:3]=3)[CH2:18][CH2:17]2)[CH:15]=[CH:14][N:13]=[CH:12]1. No catalyst specified.